Regression. Given two drug SMILES strings and cell line genomic features, predict the synergy score measuring deviation from expected non-interaction effect. From a dataset of NCI-60 drug combinations with 297,098 pairs across 59 cell lines. (1) Drug 1: CC1=CC=C(C=C1)C2=CC(=NN2C3=CC=C(C=C3)S(=O)(=O)N)C(F)(F)F. Drug 2: CC(C)(C#N)C1=CC(=CC(=C1)CN2C=NC=N2)C(C)(C)C#N. Cell line: SF-268. Synergy scores: CSS=-3.13, Synergy_ZIP=1.48, Synergy_Bliss=-0.361, Synergy_Loewe=-2.47, Synergy_HSA=-2.17. (2) Drug 1: CN1C(=O)N2C=NC(=C2N=N1)C(=O)N. Drug 2: C1C(C(OC1N2C=NC(=NC2=O)N)CO)O. Cell line: NCI-H522. Synergy scores: CSS=5.94, Synergy_ZIP=-3.24, Synergy_Bliss=-0.188, Synergy_Loewe=-5.58, Synergy_HSA=0.580. (3) Drug 1: C1=CC(=CC=C1CCC2=CNC3=C2C(=O)NC(=N3)N)C(=O)NC(CCC(=O)O)C(=O)O. Drug 2: CN(C(=O)NC(C=O)C(C(C(CO)O)O)O)N=O. Cell line: RXF 393. Synergy scores: CSS=5.10, Synergy_ZIP=0.463, Synergy_Bliss=-3.26, Synergy_Loewe=-13.7, Synergy_HSA=-3.50. (4) Drug 1: COC1=C(C=C2C(=C1)N=CN=C2NC3=CC(=C(C=C3)F)Cl)OCCCN4CCOCC4. Drug 2: C1C(C(OC1N2C=C(C(=O)NC2=O)F)CO)O. Cell line: SNB-19. Synergy scores: CSS=28.3, Synergy_ZIP=-3.80, Synergy_Bliss=-4.83, Synergy_Loewe=-4.68, Synergy_HSA=-1.03. (5) Drug 1: CNC(=O)C1=CC=CC=C1SC2=CC3=C(C=C2)C(=NN3)C=CC4=CC=CC=N4. Drug 2: CC1=C(C(CCC1)(C)C)C=CC(=CC=CC(=CC(=O)O)C)C. Cell line: SNB-19. Synergy scores: CSS=0.484, Synergy_ZIP=1.69, Synergy_Bliss=1.64, Synergy_Loewe=-4.11, Synergy_HSA=-2.82. (6) Drug 1: CC1=C(C(=CC=C1)Cl)NC(=O)C2=CN=C(S2)NC3=CC(=NC(=N3)C)N4CCN(CC4)CCO. Drug 2: CC1C(C(CC(O1)OC2CC(CC3=C2C(=C4C(=C3O)C(=O)C5=CC=CC=C5C4=O)O)(C(=O)C)O)N)O. Cell line: A549. Synergy scores: CSS=74.0, Synergy_ZIP=5.34, Synergy_Bliss=9.89, Synergy_Loewe=11.7, Synergy_HSA=13.0.